From a dataset of Reaction yield outcomes from USPTO patents with 853,638 reactions. Predict the reaction yield, written as a fraction of the theoretical maximum amount of product (1.0 means a 100% yield; for example, 0.34 means a 34% yield). The reactants are [OH:1]/[N:2]=[C:3](/[C@@H:5]1[C@:21]2([CH3:22])[C@H:8]([C@H:9]3[C@H:18]([CH2:19][CH2:20]2)[C@:17]2([CH3:23])[C:12](=[CH:13][C:14](=[O:24])[CH2:15][CH2:16]2)[CH2:11][CH2:10]3)[CH2:7][CH2:6]1)\[CH3:4].[Br:25][CH2:26][CH2:27]Br.[OH-].[Na+]. The catalyst is [Br-].C([N+](CCCC)(CCCC)CCCC)CCC.ClCCl. The product is [Br:25][CH2:26][CH2:27][O:1]/[N:2]=[C:3](/[C@@H:5]1[C@:21]2([CH3:22])[C@H:8]([C@H:9]3[C@H:18]([CH2:19][CH2:20]2)[C@:17]2([CH3:23])[C:12](=[CH:13][C:14](=[O:24])[CH2:15][CH2:16]2)[CH2:11][CH2:10]3)[CH2:7][CH2:6]1)\[CH3:4]. The yield is 0.510.